From a dataset of Reaction yield outcomes from USPTO patents with 853,638 reactions. Predict the reaction yield, written as a fraction of the theoretical maximum amount of product (1.0 means a 100% yield; for example, 0.34 means a 34% yield). (1) The reactants are C(OC([N:8]1[CH2:13][CH2:12][CH2:11][CH:10]([NH:14][C:15]2[CH:16]=[N:17][C:18]([O:24][C:25]3[CH:30]=[CH:29][C:28]([O:31][C:32]4[CH:37]=[CH:36][CH:35]=[C:34]([F:38])[CH:33]=4)=[CH:27][CH:26]=3)=[C:19]([C:21](=[O:23])[NH2:22])[CH:20]=2)[CH2:9]1)=O)(C)(C)C.Cl. The catalyst is C(Cl)Cl.O1CCOCC1. The product is [F:38][C:34]1[CH:33]=[C:32]([CH:37]=[CH:36][CH:35]=1)[O:31][C:28]1[CH:29]=[CH:30][C:25]([O:24][C:18]2[N:17]=[CH:16][C:15]([NH:14][CH:10]3[CH2:11][CH2:12][CH2:13][NH:8][CH2:9]3)=[CH:20][C:19]=2[C:21]([NH2:22])=[O:23])=[CH:26][CH:27]=1. The yield is 0.527. (2) The reactants are [CH2:1]([O:8][C@@H:9]1[CH2:38][C@@H:37]2[C@:32]([CH3:46])([CH2:33][CH2:34][C@H:35]([O:39][CH:40]3[CH2:45][CH2:44][CH2:43][CH2:42][O:41]3)[CH2:36]2)[C@@H:31]2[C@@H:10]1[C@H:11]1[C@:28]([CH3:47])([CH2:29][CH2:30]2)[C@@H:14]([C@H:15]([CH3:27])[CH2:16][CH2:17][CH2:18][O:19][Si](C(C)(C)C)(C)C)[CH2:13][CH2:12]1)[C:2]1[CH:7]=[CH:6][CH:5]=[CH:4][CH:3]=1.[F-].C([N+](CCCC)(CCCC)CCCC)CCC. The catalyst is C1COCC1. The product is [CH2:1]([O:8][C@@H:9]1[CH2:38][C@@H:37]2[C@:32]([CH3:46])([CH2:33][CH2:34][C@H:35]([O:39][CH:40]3[CH2:45][CH2:44][CH2:43][CH2:42][O:41]3)[CH2:36]2)[C@@H:31]2[C@@H:10]1[C@H:11]1[C@:28]([CH3:47])([CH2:29][CH2:30]2)[C@@H:14]([C@H:15]([CH3:27])[CH2:16][CH2:17][CH2:18][OH:19])[CH2:13][CH2:12]1)[C:2]1[CH:3]=[CH:4][CH:5]=[CH:6][CH:7]=1. The yield is 0.900. (3) The reactants are [CH2:1]([OH:8])[C:2]1[CH:7]=[CH:6][CH:5]=[CH:4][CH:3]=1.[H-].[Na+].[Cl:11][C:12]1[C:21]2[CH:20]=[N:19][CH:18]=[N:17][C:16]=2[N:15]=[C:14](Cl)[C:13]=1[C:23]1[C:28]([F:29])=[CH:27][C:26]([F:30])=[CH:25][C:24]=1[F:31]. The catalyst is O. The product is [CH2:1]([O:8][C:14]1[C:13]([C:23]2[C:28]([F:29])=[CH:27][C:26]([F:30])=[CH:25][C:24]=2[F:31])=[C:12]([Cl:11])[C:21]2[CH:20]=[N:19][CH:18]=[N:17][C:16]=2[N:15]=1)[C:2]1[CH:7]=[CH:6][CH:5]=[CH:4][CH:3]=1. The yield is 1.00. (4) The product is [OH:39][CH2:38][C:37]([CH2:42][OH:43])([CH3:41])[C:36]([N:25]1[CH2:26][CH2:27][N:22]([C:28]([O:30][C:31]([CH3:34])([CH3:33])[CH3:32])=[O:29])[CH2:23][CH2:24]1)=[O:35]. No catalyst specified. The yield is 0.500. The reactants are CCN=C=NCCCN(C)C.Cl.C(N(C(C)C)CC)(C)C.[N:22]1([C:28]([O:30][C:31]([CH3:34])([CH3:33])[CH3:32])=[O:29])[CH2:27][CH2:26][NH:25][CH2:24][CH2:23]1.[OH:35][CH2:36][C:37]([CH2:42][OH:43])([CH3:41])[C:38](O)=[O:39].C1C=CC2N(O)N=NC=2C=1. (5) The reactants are C1OCCOCCOCCOCCOCCOC1.[F-].[K+].[F:21][C:22]1[N:27]=[C:26]2[O:28][C:29]3[C:34]([C@@:35]4([CH2:39][O:38][C:37]([NH2:40])=[N:36]4)[C:25]2=[CH:24][C:23]=1I)=[CH:33][C:32]([C:41]1[C:42]([F:47])=[N:43][CH:44]=[CH:45][CH:46]=1)=[CH:31][CH:30]=3.C[Si](C)(C)[C:51]#[C:52][C:53]1([CH3:57])[CH2:56][O:55][CH2:54]1. The catalyst is C1C=CC([P]([Pd]([P](C2C=CC=CC=2)(C2C=CC=CC=2)C2C=CC=CC=2)([P](C2C=CC=CC=2)(C2C=CC=CC=2)C2C=CC=CC=2)[P](C2C=CC=CC=2)(C2C=CC=CC=2)C2C=CC=CC=2)(C2C=CC=CC=2)C2C=CC=CC=2)=CC=1.[Cu]I.CN(C=O)C. The product is [F:21][C:22]1[N:27]=[C:26]2[O:28][C:29]3[C:34]([C@@:35]4([CH2:39][O:38][C:37]([NH2:40])=[N:36]4)[C:25]2=[CH:24][C:23]=1[C:51]#[C:52][C:53]1([CH3:57])[CH2:56][O:55][CH2:54]1)=[CH:33][C:32]([C:41]1[C:42]([F:47])=[N:43][CH:44]=[CH:45][CH:46]=1)=[CH:31][CH:30]=3. The yield is 0.677. (6) The reactants are [NH:1]1[C:5]2[CH:6]=[CH:7][CH:8]=[CH:9][C:4]=2[N:3]=[C:2]1[NH2:10].[C:11](N1C=CN=C1)([N:13]1[CH:17]=[CH:16][N:15]=[CH:14]1)=[S:12]. The catalyst is C(#N)C. The product is [NH:1]1[C:5]2[CH:6]=[CH:7][CH:8]=[CH:9][C:4]=2[N:3]=[C:2]1[NH:10][C:11]([N:13]1[CH:17]=[CH:16][N:15]=[CH:14]1)=[S:12]. The yield is 0.770. (7) The reactants are OC(C(F)(F)F)=O.[C:8]([O:12][CH2:13][CH2:14][O:15][CH2:16][CH2:17][NH2:18])(=[O:11])[CH:9]=[CH2:10].C(Cl)CCl. The catalyst is C(Cl)Cl. The product is [C:8]([O:12][CH2:13][CH2:14][O:15][CH2:16][CH2:17][NH2:18])(=[O:11])[CH:9]=[CH2:10]. The yield is 0.600. (8) The reactants are C[O:2][C:3](=[O:33])[CH:4]([NH:8][C:9]([C:11]1[O:15][N:14]=[C:13]([C:16]2[CH:21]=[CH:20][C:19]([NH:22][C:23]([NH:25][C:26]3[CH:31]=[CH:30][CH:29]=[CH:28][C:27]=3[F:32])=[O:24])=[CH:18][CH:17]=2)[CH:12]=1)=[O:10])[CH:5]([CH3:7])[CH3:6].[Li+].[OH-].Cl. The catalyst is C1COCC1. The product is [F:32][C:27]1[CH:28]=[CH:29][CH:30]=[CH:31][C:26]=1[NH:25][C:23](=[O:24])[NH:22][C:19]1[CH:20]=[CH:21][C:16]([C:13]2[CH:12]=[C:11]([C:9]([NH:8][CH:4]([CH:5]([CH3:6])[CH3:7])[C:3]([OH:33])=[O:2])=[O:10])[O:15][N:14]=2)=[CH:17][CH:18]=1. The yield is 0.630. (9) The reactants are [CH2:1]([C:3]([C:17]1[CH:22]=[CH:21][C:20]([OH:23])=[C:19]([CH3:24])[CH:18]=1)([C:6]1[S:10][C:9]2[CH:11]=[CH:12][C:13]([O:15][CH3:16])=[CH:14][C:8]=2[CH:7]=1)[CH2:4][CH3:5])[CH3:2].Br[CH2:26][C:27](=[O:32])[C:28]([CH3:31])([CH3:30])[CH3:29].C([O-])([O-])=O.[K+].[K+]. The catalyst is CC(C)=O. The product is [CH2:1]([C:3]([C:17]1[CH:22]=[CH:21][C:20]([O:23][CH2:26][C:27](=[O:32])[C:28]([CH3:31])([CH3:30])[CH3:29])=[C:19]([CH3:24])[CH:18]=1)([C:6]1[S:10][C:9]2[CH:11]=[CH:12][C:13]([O:15][CH3:16])=[CH:14][C:8]=2[CH:7]=1)[CH2:4][CH3:5])[CH3:2]. The yield is 0.920.